This data is from Catalyst prediction with 721,799 reactions and 888 catalyst types from USPTO. The task is: Predict which catalyst facilitates the given reaction. (1) Reactant: [CH3:1][N:2]([CH3:13])[C:3]1[CH:11]=[C:10]2[C:6]([CH2:7][CH2:8][C:9]2=O)=[CH:5][CH:4]=1.[NH2:14][OH:15].Cl.C([O-])(=O)C.[Na+]. Product: [CH3:1][N:2]([CH3:13])[C:3]1[CH:11]=[C:10]2[C:6]([CH2:7][CH2:8][C:9]2=[N:14][OH:15])=[CH:5][CH:4]=1. The catalyst class is: 88. (2) The catalyst class is: 26. Reactant: [F:1][C:2]1[CH:25]=[CH:24][C:5]([O:6][C@@H:7]([C:13]([N:15]2[C@@H:19]([CH:20]([CH3:22])[CH3:21])[CH2:18][O:17][C:16]2=[O:23])=[O:14])[CH2:8][CH2:9][CH2:10][CH:11]=O)=[CH:4][C:3]=1[CH3:26].[F:27][C:28]1[CH:35]=[CH:34][C:31]([CH2:32][NH2:33])=[CH:30][C:29]=1[CH3:36].[BH-](OC(C)=O)(OC(C)=O)OC(C)=O.[Na+].CC(O)=O. Product: [F:27][C:28]1[CH:35]=[CH:34][C:31]([CH2:32][NH:33][CH2:11][CH2:10][CH2:9][CH2:8][C@@H:7]([O:6][C:5]2[CH:24]=[CH:25][C:2]([F:1])=[C:3]([CH3:26])[CH:4]=2)[C:13]([N:15]2[C@@H:19]([CH:20]([CH3:22])[CH3:21])[CH2:18][O:17][C:16]2=[O:23])=[O:14])=[CH:30][C:29]=1[CH3:36]. (3) Reactant: [NH2:1][C:2]1[CH:7]=[CH:6][C:5]([CH3:8])=[CH:4][CH:3]=1.C(=O)(O)[O-].[Na+].[I:14]I. Product: [I:14][C:3]1[CH:4]=[C:5]([CH3:8])[CH:6]=[CH:7][C:2]=1[NH2:1]. The catalyst class is: 34. (4) Reactant: [Br:1][C:2]1[CH:7]=[CH:6][C:5](/[CH:8]=[C:9](/[N+:11]([O-:13])=[O:12])\[CH3:10])=[C:4]([Cl:14])[CH:3]=1.[BH4-].[Na+].C(OCC)(=O)C. Product: [Br:1][C:2]1[CH:7]=[CH:6][C:5]([CH2:8][CH:9]([N+:11]([O-:13])=[O:12])[CH3:10])=[C:4]([Cl:14])[CH:3]=1. The catalyst class is: 5. (5) Reactant: [CH3:1][Mg+].[Br-].[Br:4][C:5]1[CH:10]=[C:9]([C:11](N(C)OC)=[O:12])[CH:8]=[CH:7][N:6]=1. Product: [Br:4][C:5]1[CH:10]=[C:9]([C:11](=[O:12])[CH3:1])[CH:8]=[CH:7][N:6]=1. The catalyst class is: 1. (6) Reactant: [F:1][CH:2]([F:11])[C:3]1[C:4]([CH3:10])=[N+:5]([O-:9])[CH:6]=[CH:7][CH:8]=1.O.[N+:13]([O-])([OH:15])=[O:14]. Product: [F:11][CH:2]([F:1])[C:3]1[C:4]([CH3:10])=[N+:5]([O-:9])[CH:6]=[CH:7][C:8]=1[N+:13]([O-:15])=[O:14]. The catalyst class is: 65. (7) Reactant: [Cl:1][C:2]1[CH:21]=[C:20]([Cl:22])[CH:19]=[CH:18][C:3]=1[CH2:4][N:5]1[C:9]([CH2:10][CH2:11][C:12]([OH:14])=O)=[CH:8][C:7]([CH:15]([CH3:17])[CH3:16])=[N:6]1.[CH2:23]([S:28]([NH2:31])(=[O:30])=[O:29])[CH2:24][CH2:25][CH2:26][CH3:27].N12CCCN=C1CCCCC2. The catalyst class is: 7. Product: [Cl:1][C:2]1[CH:21]=[C:20]([Cl:22])[CH:19]=[CH:18][C:3]=1[CH2:4][N:5]1[C:9]([CH2:10][CH2:11][C:12]([NH:31][S:28]([CH2:23][CH2:24][CH2:25][CH2:26][CH3:27])(=[O:30])=[O:29])=[O:14])=[CH:8][C:7]([CH:15]([CH3:17])[CH3:16])=[N:6]1.